From a dataset of Peptide-MHC class I binding affinity with 185,985 pairs from IEDB/IMGT. Regression. Given a peptide amino acid sequence and an MHC pseudo amino acid sequence, predict their binding affinity value. This is MHC class I binding data. (1) The peptide sequence is VHFEESSKL. The MHC is Mamu-B1001 with pseudo-sequence Mamu-B1001. The binding affinity (normalized) is 0.752. (2) The MHC is H-2-Db with pseudo-sequence H-2-Db. The peptide sequence is STLNFNNL. The binding affinity (normalized) is 0.0429. (3) The peptide sequence is QELGHEDLM. The MHC is HLA-B44:02 with pseudo-sequence HLA-B44:02. The binding affinity (normalized) is 0.109. (4) The peptide sequence is TPALATRGF. The MHC is HLA-A02:03 with pseudo-sequence HLA-A02:03. The binding affinity (normalized) is 0.0847. (5) The peptide sequence is PYNMRVIHF. The MHC is HLA-A23:01 with pseudo-sequence HLA-A23:01. The binding affinity (normalized) is 0. (6) The peptide sequence is SPLGERLEV. The MHC is HLA-B07:02 with pseudo-sequence HLA-B07:02. The binding affinity (normalized) is 0.655. (7) The peptide sequence is KLALITVSG. The MHC is HLA-A32:01 with pseudo-sequence HLA-A32:01. The binding affinity (normalized) is 0.592.